From a dataset of Catalyst prediction with 721,799 reactions and 888 catalyst types from USPTO. Predict which catalyst facilitates the given reaction. (1) The catalyst class is: 324. Reactant: [Br:1][C:2]1[CH:3]=[C:4]([S:10](Cl)(=[O:12])=[O:11])[CH:5]=[CH:6][C:7]=1[O:8][CH3:9].[Cl-].[NH4+].I[CH3:17]. Product: [Br:1][C:2]1[CH:3]=[C:4]([S:10]([CH3:17])(=[O:12])=[O:11])[CH:5]=[CH:6][C:7]=1[O:8][CH3:9]. (2) Reactant: [CH:1]1([C:4]([NH:6][C:7]2[CH:34]=[C:10]3[C:11]([C:15]4[CH:33]=[CH:32][C:18]([O:19][C@@H:20]5[CH2:24][CH2:23][N:22](C(OC(C)(C)C)=O)[CH2:21]5)=[CH:17][CH:16]=4)=[CH:12][CH:13]=[CH:14][N:9]3[N:8]=2)=[O:5])[CH2:3][CH2:2]1.C(O)(C(F)(F)F)=O. Product: [NH:22]1[CH2:23][CH2:24][C@@H:20]([O:19][C:18]2[CH:17]=[CH:16][C:15]([C:11]3[C:10]4[N:9]([N:8]=[C:7]([NH:6][C:4]([CH:1]5[CH2:2][CH2:3]5)=[O:5])[CH:34]=4)[CH:14]=[CH:13][CH:12]=3)=[CH:33][CH:32]=2)[CH2:21]1. The catalyst class is: 2.